Task: Regression. Given two drug SMILES strings and cell line genomic features, predict the synergy score measuring deviation from expected non-interaction effect.. Dataset: NCI-60 drug combinations with 297,098 pairs across 59 cell lines (1) Cell line: HCT-15. Drug 1: C1=NC2=C(N1)C(=S)N=CN2. Synergy scores: CSS=24.3, Synergy_ZIP=-13.7, Synergy_Bliss=-9.86, Synergy_Loewe=-8.49, Synergy_HSA=-6.85. Drug 2: N.N.Cl[Pt+2]Cl. (2) Drug 2: C1=CC(=CC=C1CC(C(=O)O)N)N(CCCl)CCCl.Cl. Drug 1: C1CN1C2=NC(=NC(=N2)N3CC3)N4CC4. Cell line: K-562. Synergy scores: CSS=36.3, Synergy_ZIP=-2.68, Synergy_Bliss=0.914, Synergy_Loewe=-4.85, Synergy_HSA=1.36. (3) Drug 1: CN(C)N=NC1=C(NC=N1)C(=O)N. Drug 2: C1C(C(OC1N2C=NC(=NC2=O)N)CO)O. Cell line: A498. Synergy scores: CSS=-2.27, Synergy_ZIP=-0.324, Synergy_Bliss=-2.35, Synergy_Loewe=-2.99, Synergy_HSA=-3.32. (4) Drug 1: C1=NC2=C(N=C(N=C2N1C3C(C(C(O3)CO)O)F)Cl)N. Drug 2: CCN(CC)CCNC(=O)C1=C(NC(=C1C)C=C2C3=C(C=CC(=C3)F)NC2=O)C. Cell line: COLO 205. Synergy scores: CSS=16.3, Synergy_ZIP=-1.30, Synergy_Bliss=2.62, Synergy_Loewe=-6.22, Synergy_HSA=0.187. (5) Drug 1: CCC1(CC2CC(C3=C(CCN(C2)C1)C4=CC=CC=C4N3)(C5=C(C=C6C(=C5)C78CCN9C7C(C=CC9)(C(C(C8N6C=O)(C(=O)OC)O)OC(=O)C)CC)OC)C(=O)OC)O.OS(=O)(=O)O. Cell line: NCI-H226. Synergy scores: CSS=10.1, Synergy_ZIP=-1.70, Synergy_Bliss=0.954, Synergy_Loewe=6.97, Synergy_HSA=1.66. Drug 2: C1CN(CCN1C(=O)CCBr)C(=O)CCBr. (6) Drug 1: CC1C(C(CC(O1)OC2CC(CC3=C2C(=C4C(=C3O)C(=O)C5=C(C4=O)C(=CC=C5)OC)O)(C(=O)C)O)N)O.Cl. Drug 2: CC1=CC=C(C=C1)C2=CC(=NN2C3=CC=C(C=C3)S(=O)(=O)N)C(F)(F)F. Cell line: HOP-62. Synergy scores: CSS=30.1, Synergy_ZIP=-1.79, Synergy_Bliss=3.39, Synergy_Loewe=-18.3, Synergy_HSA=0.193. (7) Drug 1: C1=CC(=CC=C1C#N)C(C2=CC=C(C=C2)C#N)N3C=NC=N3. Drug 2: CC1C(C(=O)NC(C(=O)N2CCCC2C(=O)N(CC(=O)N(C(C(=O)O1)C(C)C)C)C)C(C)C)NC(=O)C3=C4C(=C(C=C3)C)OC5=C(C(=O)C(=C(C5=N4)C(=O)NC6C(OC(=O)C(N(C(=O)CN(C(=O)C7CCCN7C(=O)C(NC6=O)C(C)C)C)C)C(C)C)C)N)C. Cell line: 786-0. Synergy scores: CSS=2.76, Synergy_ZIP=-7.86, Synergy_Bliss=-14.2, Synergy_Loewe=-34.6, Synergy_HSA=-14.4. (8) Drug 1: CNC(=O)C1=CC=CC=C1SC2=CC3=C(C=C2)C(=NN3)C=CC4=CC=CC=N4. Drug 2: CC1=C2C(C(=O)C3(C(CC4C(C3C(C(C2(C)C)(CC1OC(=O)C(C(C5=CC=CC=C5)NC(=O)C6=CC=CC=C6)O)O)OC(=O)C7=CC=CC=C7)(CO4)OC(=O)C)O)C)OC(=O)C. Cell line: HCT-15. Synergy scores: CSS=28.1, Synergy_ZIP=8.89, Synergy_Bliss=15.4, Synergy_Loewe=12.5, Synergy_HSA=14.5.